From a dataset of Full USPTO retrosynthesis dataset with 1.9M reactions from patents (1976-2016). Predict the reactants needed to synthesize the given product. (1) Given the product [N:1]1[CH:6]=[CH:5][CH:4]=[CH:3][C:2]=1[CH2:7][CH:8]1[C:17](=[O:18])[C:16]2[C:11](=[CH:12][CH:13]=[C:14]([C:19]3[CH:24]=[CH:23][C:22]([O:25][C:26]([F:29])([F:27])[F:28])=[CH:21][CH:20]=3)[CH:15]=2)[O:10][CH2:9]1, predict the reactants needed to synthesize it. The reactants are: [N:1]1[CH:6]=[CH:5][CH:4]=[CH:3][C:2]=1[CH:7]=[C:8]1[C:17](=[O:18])[C:16]2[C:11](=[CH:12][CH:13]=[C:14]([C:19]3[CH:24]=[CH:23][C:22]([O:25][C:26]([F:29])([F:28])[F:27])=[CH:21][CH:20]=3)[CH:15]=2)[O:10][CH2:9]1.[H][H]. (2) Given the product [CH:1]1([N:5]2[C:9]3=[N:10][C:11]([C:14]([F:17])([F:16])[F:15])=[CH:12][CH:13]=[C:8]3[N:7]=[C:6]2[NH:18][C:22](=[O:25])[CH2:21][C:20]([CH3:26])([CH3:19])[CH2:24][OH:23])[CH2:2][CH2:3][CH2:4]1, predict the reactants needed to synthesize it. The reactants are: [CH:1]1([N:5]2[C:9]3=[N:10][C:11]([C:14]([F:17])([F:16])[F:15])=[CH:12][CH:13]=[C:8]3[N:7]=[C:6]2[NH2:18])[CH2:4][CH2:3][CH2:2]1.[CH3:19][C:20]1([CH3:26])[CH2:24][O:23][C:22](=[O:25])[CH2:21]1.C[Al](C)C.CO.C(Cl)Cl. (3) Given the product [CH2:30]([O:29][C:22](=[O:28])[C:23](=[O:25])[CH:8]([C:7]([C:5]1[S:6][C:2]([Br:1])=[CH:3][CH:4]=1)=[O:11])[CH2:9][CH3:10])[CH3:31], predict the reactants needed to synthesize it. The reactants are: [Br:1][C:2]1[S:6][C:5]([C:7](=[O:11])[CH2:8][CH2:9][CH3:10])=[CH:4][CH:3]=1.C[Si]([N-][Si](C)(C)C)(C)C.[Li+].[C:22]([O:29][CH2:30][CH3:31])(=[O:28])[C:23]([O:25]CC)=O.